From a dataset of Forward reaction prediction with 1.9M reactions from USPTO patents (1976-2016). Predict the product of the given reaction. (1) The product is: [NH2:1][C:2]1[C:7]([C:8]#[N:9])=[C:6]([NH:10][C@H:11]([C:13]2[N:17]([CH3:18])[C:16]3[C:19]([C:30]4[CH:29]=[CH:28][CH:27]=[C:26]([C:24]#[N:25])[CH:31]=4)=[CH:20][CH:21]=[CH:22][C:15]=3[N:14]=2)[CH3:12])[N:5]=[CH:4][N:3]=1. Given the reactants [NH2:1][C:2]1[C:7]([C:8]#[N:9])=[C:6]([NH:10][C@H:11]([C:13]2[N:17]([CH3:18])[C:16]3[C:19](Br)=[CH:20][CH:21]=[CH:22][C:15]=3[N:14]=2)[CH3:12])[N:5]=[CH:4][N:3]=1.[C:24]([C:26]1[CH:27]=[C:28](B(O)O)[CH:29]=[CH:30][CH:31]=1)#[N:25].C([O-])([O-])=O.[Cs+].[Cs+], predict the reaction product. (2) Given the reactants Cl[C:2]1[N:7]=[CH:6][C:5]([CH:8]=[O:9])=[CH:4][CH:3]=1.[NH:10]1[CH2:15][CH2:14][CH:13]([C@H:16]2[CH2:18][C@H:17]2[CH2:19][CH2:20][OH:21])[CH2:12][CH2:11]1.C(=O)([O-])[O-].[Cs+].[Cs+].O, predict the reaction product. The product is: [OH:21][CH2:20][CH2:19][C@@H:17]1[CH2:18][C@@H:16]1[CH:13]1[CH2:12][CH2:11][N:10]([C:2]2[N:7]=[CH:6][C:5]([CH:8]=[O:9])=[CH:4][CH:3]=2)[CH2:15][CH2:14]1. (3) Given the reactants C[CH:2]([CH3:38])[C@@H:3]([N:8]1[CH2:16][C:15]2[C:10](=[CH:11][CH:12]=[C:13]([C:17]3[CH:22]=[CH:21][C:20]([NH:23][C:24]([NH:26][C:27]4[CH:32]=[CH:31][CH:30]=[C:29]([C:33]([F:36])([F:35])[F:34])[CH:28]=4)=[O:25])=[CH:19][CH:18]=3)[CH:14]=2)[C:9]1=[O:37])C(OC)=O.BrC1C=C2C(=CC=1)C(=O)N(CCC[C:53]([O:55][CH3:56])=[O:54])C2.CC1(C)C(C)(C)OB(C2C=CC(NC(NC3C=CC=C(C(F)(F)F)C=3)=O)=CC=2)O1, predict the reaction product. The product is: [O:37]=[C:9]1[C:10]2[C:15](=[CH:14][C:13]([C:17]3[CH:22]=[CH:21][C:20]([NH:23][C:24]([NH:26][C:27]4[CH:32]=[CH:31][CH:30]=[C:29]([C:33]([F:34])([F:36])[F:35])[CH:28]=4)=[O:25])=[CH:19][CH:18]=3)=[CH:12][CH:11]=2)[CH2:16][N:8]1[CH2:3][CH2:2][CH2:38][C:53]([O:55][CH3:56])=[O:54]. (4) Given the reactants [Cl:1][C:2]1[CH:22]=[C:21]([N:23]2[CH2:27][CH2:26][CH2:25][CH2:24]2)[CH:20]=[CH:19][C:3]=1[C:4]([NH:6][C:7]1[CH:12]=[CH:11][CH:10]=[CH:9][C:8]=1[CH2:13][NH:14][C@H:15]([CH3:18])[CH2:16][OH:17])=[O:5].N1C=CN=C1.[C:33]([Si:37]([CH3:40])([CH3:39])Cl)([CH3:36])([CH3:35])[CH3:34].O, predict the reaction product. The product is: [Si:37]([O:17][CH2:16][C@H:15]([NH:14][CH2:13][C:8]1[CH:9]=[CH:10][CH:11]=[CH:12][C:7]=1[NH:6][C:4](=[O:5])[C:3]1[CH:19]=[CH:20][C:21]([N:23]2[CH2:27][CH2:26][CH2:25][CH2:24]2)=[CH:22][C:2]=1[Cl:1])[CH3:18])([C:33]([CH3:36])([CH3:35])[CH3:34])([CH3:40])[CH3:39]. (5) Given the reactants [O-:1][CH2:2][CH3:3].[Na+].[CH2:5]([OH:7])[CH3:6].[F:8][CH:9]([F:15])[C:10](OCC)=[O:11], predict the reaction product. The product is: [F:8][CH:9]([F:15])[C:10](=[O:11])[CH2:3][C:2]([O:7][CH2:5][CH3:6])=[O:1]. (6) Given the reactants [NH:1]1[CH2:6][CH2:5][CH:4]([N:7]2[C:11]3[CH:12]=[CH:13][CH:14]=[CH:15][C:10]=3[N:9]=[C:8]2[C@@H:16]([NH:18][C:19]2[N:27]=[CH:26][N:25]=[C:24]3[C:20]=2[N:21]=[CH:22][NH:23]3)[CH3:17])[CH2:3][CH2:2]1.[OH:28][C:29]([CH3:34])([CH3:33])[C:30](O)=[O:31].CCN(C(C)C)C(C)C.CN(C(ON1N=NC2C=CC=NC1=2)=[N+](C)C)C.F[P-](F)(F)(F)(F)F, predict the reaction product. The product is: [N:27]1[C:19]([NH:18][C@H:16]([C:8]2[N:7]([CH:4]3[CH2:5][CH2:6][N:1]([C:30](=[O:31])[C:29]([OH:28])([CH3:34])[CH3:33])[CH2:2][CH2:3]3)[C:11]3[CH:12]=[CH:13][CH:14]=[CH:15][C:10]=3[N:9]=2)[CH3:17])=[C:20]2[C:24]([NH:23][CH:22]=[N:21]2)=[N:25][CH:26]=1. (7) The product is: [N:30]1([CH2:22][C:20]2[S:19][CH:18]=[C:17]([C:14]3[CH:15]=[C:16]4[C:11](=[C:12]([C:24]([NH2:26])=[O:25])[CH:13]=3)[NH:10][CH:9]=[C:8]4[CH:5]3[CH2:6][CH2:7][S:2](=[O:1])(=[O:27])[CH2:3][CH2:4]3)[CH:21]=2)[CH2:33][CH2:32][CH2:31]1. Given the reactants [O:1]=[S:2]1(=[O:27])[CH2:7][CH2:6][CH:5]([C:8]2[C:16]3[C:11](=[C:12]([C:24]([NH2:26])=[O:25])[CH:13]=[C:14]([C:17]4[CH:21]=[C:20]([CH:22]=O)[S:19][CH:18]=4)[CH:15]=3)[NH:10][CH:9]=2)[CH2:4][CH2:3]1.CO.[NH:30]1[CH2:33][CH2:32][CH2:31]1.C([BH3-])#N.[Na+], predict the reaction product. (8) Given the reactants [Cl:1][C:2]1[CH:10]=[CH:9][C:8]([CH3:11])=[CH:7][C:3]=1[C:4]([NH2:6])=[O:5].FC1C=CC([O:19][C:20](=O)[NH:21][C:22]2[S:23][C:24]3[CH:30]=[C:29]([S:31]([CH3:34])(=[O:33])=[O:32])[CH:28]=[CH:27][C:25]=3[N:26]=2)=CC=1, predict the reaction product. The product is: [Cl:1][C:2]1[CH:10]=[CH:9][C:8]([CH3:11])=[CH:7][C:3]=1[C:4]([NH:6][C:20](=[O:19])[NH:21][C:22]1[S:23][C:24]2[CH:30]=[C:29]([S:31]([CH3:34])(=[O:33])=[O:32])[CH:28]=[CH:27][C:25]=2[N:26]=1)=[O:5]. (9) Given the reactants [NH2:1][CH:2]([C:10]1[C:15]([O:16][CH3:17])=[CH:14][N:13]=[CH:12][C:11]=1[O:18][CH3:19])[CH2:3][CH2:4][CH2:5][C:6]([O:8]C)=O.[S:20]1[CH:24]=[CH:23][N:22]=[C:21]1[C:25]1[CH:26]=[C:27]([CH:30]=[CH:31][CH:32]=1)[CH:28]=O, predict the reaction product. The product is: [CH3:19][O:18][C:11]1[CH:12]=[N:13][CH:14]=[C:15]([O:16][CH3:17])[C:10]=1[CH:2]1[N:1]([CH2:28][C:27]2[CH:30]=[CH:31][CH:32]=[C:25]([C:21]3[S:20][CH:24]=[CH:23][N:22]=3)[CH:26]=2)[C:6](=[O:8])[CH2:5][CH2:4][CH2:3]1. (10) Given the reactants Cl[C:2]1[CH:12]=[CH:11][C:5]([CH:6]=[CH:7][C:8]([OH:10])=[O:9])=[CH:4][C:3]=1[N+:13]([O-:15])=[O:14].C([O-])([O-])=O.[K+].[K+].[CH:22]([C:25]1[CH:30]=[CH:29][CH:28]=[CH:27][C:26]=1[SH:31])([CH3:24])[CH3:23].Cl, predict the reaction product. The product is: [CH:22]([C:25]1[CH:30]=[CH:29][CH:28]=[CH:27][C:26]=1[S:31][C:2]1[CH:12]=[CH:11][C:5](/[CH:6]=[CH:7]/[C:8]([OH:10])=[O:9])=[CH:4][C:3]=1[N+:13]([O-:15])=[O:14])([CH3:24])[CH3:23].